This data is from Full USPTO retrosynthesis dataset with 1.9M reactions from patents (1976-2016). The task is: Predict the reactants needed to synthesize the given product. (1) Given the product [ClH:13].[CH3:25][O:24][C:19]1[CH:20]=[C:21]2[C:16](=[CH:17][CH:18]=1)[N:15]=[C:14]([O:10][CH:5]1[CH2:6][C:7]([CH3:8])([CH3:9])[N:2]([CH3:1])[C:3]([CH3:12])([CH3:11])[CH2:4]1)[CH:23]=[CH:22]2, predict the reactants needed to synthesize it. The reactants are: [CH3:1][N:2]1[C:7]([CH3:9])([CH3:8])[CH2:6][CH:5]([OH:10])[CH2:4][C:3]1([CH3:12])[CH3:11].[Cl:13][C:14]1[CH:23]=[CH:22][C:21]2[C:16](=[CH:17][CH:18]=[C:19]([O:24][CH3:25])[CH:20]=2)[N:15]=1. (2) Given the product [CH2:11]([O:13][C:14]([C:15]1[N:10]=[C:8]([NH:7][C:3]2[CH:2]=[N:1][CH:6]=[CH:5][CH:4]=2)[S:9][CH:16]=1)=[O:19])[CH3:12], predict the reactants needed to synthesize it. The reactants are: [N:1]1[CH:6]=[CH:5][CH:4]=[C:3]([NH:7][C:8]([NH2:10])=[S:9])[CH:2]=1.[CH2:11]([O:13][C:14](=[O:19])[C:15](=O)[CH2:16]Br)[CH3:12]. (3) Given the product [F:14][C:15]1[CH:24]=[CH:23][C:18]([N:19]([C:11]([CH:5]([CH2:1][CH:2]([CH3:3])[CH3:4])[C:6]([O:8][CH2:9][CH3:10])=[O:7])=[O:13])[CH:20]([CH3:22])[CH3:21])=[CH:17][CH:16]=1, predict the reactants needed to synthesize it. The reactants are: [CH2:1]([CH:5]([C:11]([O-:13])=O)[C:6]([O:8][CH2:9][CH3:10])=[O:7])[CH:2]([CH3:4])[CH3:3].[F:14][C:15]1[CH:24]=[CH:23][C:18]([NH:19][CH:20]([CH3:22])[CH3:21])=[CH:17][CH:16]=1. (4) Given the product [Cl:22][C:21]1[C:20]([Cl:23])=[C:19]2[C:15]([CH2:16][C:17]([CH:25]3[CH2:26][CH2:27][CH2:28][CH2:29]3)([CH3:24])[CH2:18]2)=[CH:14][C:13]=1[O:12][C:10]([C:7]1[CH:8]=[CH:9][C:4]([C:3]([OH:30])=[O:2])=[CH:5][CH:6]=1)=[O:11], predict the reactants needed to synthesize it. The reactants are: C[O:2][C:3](=[O:30])[C:4]1[CH:9]=[CH:8][C:7]([C:10]([O:12][C:13]2[CH:14]=[C:15]3[C:19](=[C:20]([Cl:23])[C:21]=2[Cl:22])[CH2:18][C:17]([CH:25]2[CH2:29][CH2:28][CH2:27][CH2:26]2)([CH3:24])[CH2:16]3)=[O:11])=[CH:6][CH:5]=1.[OH-].[Li+].Cl. (5) The reactants are: ClS(N=C=O)(=O)=O.N[C:9]1[CH:18]=[CH:17][C:12]([C:13]([O:15]C)=[O:14])=[CH:11][CH:10]=1.NC1C=C(C=CC=1)C(NOCC1C=CC(F)=C(F)C=1)=O.C(N(CC)CC)C.[OH-].[Li+]. Given the product [C:13]([OH:15])(=[O:14])[C:12]1[CH:17]=[CH:18][CH:9]=[CH:10][CH:11]=1, predict the reactants needed to synthesize it.